Dataset: NCI-60 drug combinations with 297,098 pairs across 59 cell lines. Task: Regression. Given two drug SMILES strings and cell line genomic features, predict the synergy score measuring deviation from expected non-interaction effect. (1) Drug 1: COC1=CC(=CC(=C1O)OC)C2C3C(COC3=O)C(C4=CC5=C(C=C24)OCO5)OC6C(C(C7C(O6)COC(O7)C8=CC=CS8)O)O. Drug 2: CC1CCC2CC(C(=CC=CC=CC(CC(C(=O)C(C(C(=CC(C(=O)CC(OC(=O)C3CCCCN3C(=O)C(=O)C1(O2)O)C(C)CC4CCC(C(C4)OC)O)C)C)O)OC)C)C)C)OC. Cell line: HS 578T. Synergy scores: CSS=28.3, Synergy_ZIP=-6.32, Synergy_Bliss=-7.47, Synergy_Loewe=1.83, Synergy_HSA=2.66. (2) Drug 1: CC1CCC2CC(C(=CC=CC=CC(CC(C(=O)C(C(C(=CC(C(=O)CC(OC(=O)C3CCCCN3C(=O)C(=O)C1(O2)O)C(C)CC4CCC(C(C4)OC)O)C)C)O)OC)C)C)C)OC. Drug 2: C1=CC=C(C(=C1)C(C2=CC=C(C=C2)Cl)C(Cl)Cl)Cl. Cell line: HCC-2998. Synergy scores: CSS=2.57, Synergy_ZIP=0.200, Synergy_Bliss=-4.37, Synergy_Loewe=-1.61, Synergy_HSA=-5.52.